Dataset: Full USPTO retrosynthesis dataset with 1.9M reactions from patents (1976-2016). Task: Predict the reactants needed to synthesize the given product. (1) Given the product [Br:19][C:6]1[CH:7]=[C:8]([O:9][CH3:10])[C:3]([O:2][CH3:1])=[CH:4][C:5]=1[NH2:11], predict the reactants needed to synthesize it. The reactants are: [CH3:1][O:2][C:3]1[CH:4]=[C:5]([NH2:11])[CH:6]=[CH:7][C:8]=1[O:9][CH3:10].C1C(=O)N([Br:19])C(=O)C1. (2) Given the product [Cl:18][C:11]1[CH:10]=[C:9]2[C:14]([C:15]3[C:16](=[O:17])[C:4]4[CH:3]=[C:2]([C:45]#[C:46][C:51]([OH:33])([CH3:56])[CH3:52])[C:22]([O:23][CH2:24][C@H:25]5[CH2:29][O:28][C:27]([CH3:31])([CH3:30])[O:26]5)=[CH:21][C:5]=4[C:6]([CH3:20])([CH3:19])[C:7]=3[NH:8]2)=[CH:13][CH:12]=1, predict the reactants needed to synthesize it. The reactants are: Br[C:2]1[C:22]([O:23][CH2:24][C@H:25]2[CH2:29][O:28][C:27]([CH3:31])([CH3:30])[O:26]2)=[CH:21][C:5]2[C:6]([CH3:20])([CH3:19])[C:7]3[NH:8][C:9]4[C:14]([C:15]=3[C:16](=[O:17])[C:4]=2[CH:3]=1)=[CH:13][CH:12]=[C:11]([Cl:18])[CH:10]=4.C(=O)([O-])[O-:33].[Cs+].[Cs+].C1(P(C2CCCCC2)[C:45]2C=CC=C[C:46]=2[C:51]2[C:56](C(C)C)=CC(C(C)C)=C[C:52]=2C(C)C)CCCCC1.